From a dataset of Reaction yield outcomes from USPTO patents with 853,638 reactions. Predict the reaction yield, written as a fraction of the theoretical maximum amount of product (1.0 means a 100% yield; for example, 0.34 means a 34% yield). (1) The reactants are [C:1]([OH:5])(=[O:4])[CH:2]=O.O.[CH3:7][O:8][C:9]1[CH:10]=[C:11]2[C:16](=[CH:17][CH:18]=1)[C:15](=[O:19])[CH2:14][CH2:13][CH2:12]2.S(=O)(=O)(O)O. The catalyst is COCCOCCOC. The product is [CH3:7][O:8][C:9]1[CH:10]=[C:11]2[C:16](=[CH:17][CH:18]=1)[C:15](=[O:19])[C:14](=[CH:2][C:1]([OH:5])=[O:4])[CH2:13][CH2:12]2. The yield is 0.880. (2) The reactants are [Cl:1][C:2]1[CH:18]=[CH:17][C:5]2[CH2:6][CH2:7][N:8]([C:11](=[O:16])[C:12]([F:15])([F:14])[F:13])[CH2:9][CH2:10][C:4]=2[C:3]=1OS(C(F)(F)F)(=O)=O.C1C=CC(P(C2C(C3C(P(C4C=CC=CC=4)C4C=CC=CC=4)=CC=C4C=3C=CC=C4)=C3C(C=CC=C3)=CC=2)C2C=CC=CC=2)=CC=1.[CH3:73][C:74]([CH3:86])([CH3:85])[CH2:75][CH2:76][C:77]1[CH:84]=[CH:83][C:80]([CH2:81][NH2:82])=[CH:79][CH:78]=1.C(=O)([O-])[O-].[Cs+].[Cs+]. The catalyst is C1(C)C=CC=CC=1.C([O-])(=O)C.[Pd+2].C([O-])(=O)C. The product is [Cl:1][C:2]1[CH:18]=[CH:17][C:5]2[CH2:6][CH2:7][N:8]([C:11](=[O:16])[C:12]([F:15])([F:14])[F:13])[CH2:9][CH2:10][C:4]=2[C:3]=1[NH:82][CH2:81][C:80]1[CH:83]=[CH:84][C:77]([CH2:76][CH2:75][C:74]([CH3:86])([CH3:85])[CH3:73])=[CH:78][CH:79]=1. The yield is 0.910. (3) The reactants are [C:1]1([C:7]([C:9]2[CH:14]=[C:13]([CH3:15])[CH:12]=[CH:11][C:10]=2[NH2:16])=O)[CH:6]=[CH:5][CH:4]=[CH:3][CH:2]=1.[N:17]([O-])=O.[Na+].Cl[Sn]Cl. The catalyst is Cl.O. The product is [CH3:15][C:13]1[CH:14]=[C:9]2[C:10](=[CH:11][CH:12]=1)[NH:16][N:17]=[C:7]2[C:1]1[CH:6]=[CH:5][CH:4]=[CH:3][CH:2]=1. The yield is 0.800. (4) The product is [NH2:1][C:2]1[C:7]([C:8]([C:10]2[CH:15]=[CH:14][CH:13]=[C:12]([F:16])[CH:11]=2)=[O:9])=[CH:6][N:5]=[C:4]([NH:33][C:32]2[CH:31]=[CH:30][C:29]([N:26]3[CH2:25][CH2:24][N:23]([CH3:22])[CH2:28][CH2:27]3)=[CH:35][CH:34]=2)[N:3]=1. The catalyst is C(O)(C)C. The reactants are [NH2:1][C:2]1[C:7]([C:8]([C:10]2[CH:15]=[CH:14][CH:13]=[C:12]([F:16])[CH:11]=2)=[O:9])=[CH:6][N:5]=[C:4](S(CC)(=O)=O)[N:3]=1.[CH3:22][N:23]1[CH2:28][CH2:27][N:26]([C:29]2[CH:35]=[CH:34][C:32]([NH2:33])=[CH:31][CH:30]=2)[CH2:25][CH2:24]1.O.C1(C)C=CC(S(O)(=O)=O)=CC=1. The yield is 0.680. (5) The product is [CH2:43]([N:50]1[CH2:55][CH2:54][CH:53]([NH:56][C:35]([NH:20][C:19]2[CH:21]=[CH:22][C:16]([O:15][C:6]3[C:5]4[C:10](=[CH:11][C:12]([O:13][CH3:14])=[C:3]([O:2][CH3:1])[CH:4]=4)[N:9]=[CH:8][CH:7]=3)=[C:17]([CH3:23])[CH:18]=2)=[O:41])[CH2:52][CH2:51]1)[C:44]1[CH:45]=[CH:46][CH:47]=[CH:48][CH:49]=1. The reactants are [CH3:1][O:2][C:3]1[CH:4]=[C:5]2[C:10](=[CH:11][C:12]=1[O:13][CH3:14])[N:9]=[CH:8][CH:7]=[C:6]2[O:15][C:16]1[CH:22]=[CH:21][C:19]([NH2:20])=[CH:18][C:17]=1[CH3:23].C(N(CC)CC)C.ClC(Cl)(O[C:35](=[O:41])OC(Cl)(Cl)Cl)Cl.[CH2:43]([N:50]1[CH2:55][CH2:54][CH:53]([NH2:56])[CH2:52][CH2:51]1)[C:44]1[CH:49]=[CH:48][CH:47]=[CH:46][CH:45]=1. The catalyst is C(Cl)(Cl)Cl.O. The yield is 0.500. (6) The reactants are S(=O)(=O)(O)O.Cl.[CH3:7][O:8][C:9]1[CH:10]=[C:11]2[C:16](=[C:17]([N:19]3[CH2:24][CH2:23][N:22]([CH3:25])[CH2:21][CH2:20]3)[CH:18]=1)[O:15][CH:14]([C:26]([OH:28])=[O:27])[CH2:13][CH2:12]2.[CH3:29]O. No catalyst specified. The product is [CH3:29][O:27][C:26]([CH:14]1[CH2:13][CH2:12][C:11]2[C:16](=[C:17]([N:19]3[CH2:20][CH2:21][N:22]([CH3:25])[CH2:23][CH2:24]3)[CH:18]=[C:9]([O:8][CH3:7])[CH:10]=2)[O:15]1)=[O:28]. The yield is 0.990. (7) The reactants are [CH3:1][C:2]1[C:6]([CH2:7][N:8]2[CH:12]=[C:11]([N:13]3[C:17](=[O:18])[CH2:16][NH:15][C:14]3=[O:19])[CH:10]=[N:9]2)=[C:5]([CH3:20])[O:4][N:3]=1.Br[CH2:22][C:23]1[CH:28]=[CH:27][CH:26]=[CH:25][C:24]=1[C:29]([F:32])([F:31])[F:30]. No catalyst specified. The product is [CH3:1][C:2]1[C:6]([CH2:7][N:8]2[CH:12]=[C:11]([N:13]3[C:17](=[O:18])[CH2:16][N:15]([CH2:22][C:23]4[CH:28]=[CH:27][CH:26]=[CH:25][C:24]=4[C:29]([F:30])([F:31])[F:32])[C:14]3=[O:19])[CH:10]=[N:9]2)=[C:5]([CH3:20])[O:4][N:3]=1. The yield is 0.370. (8) The reactants are [C:1]([C:3]1[CH:4]=[C:5]([C@@H:13]([CH2:17][CH:18]2[CH2:22][CH2:21][CH2:20][CH2:19]2)[C:14](O)=[O:15])[CH:6]=[CH:7][C:8]=1[S:9]([CH3:12])(=[O:11])=[O:10])#[N:2].C(Cl)(=O)C(Cl)=O.[CH3:29][O:30][CH2:31][CH2:32][N:33]1[CH:37]=[CH:36][C:35]([NH2:38])=[N:34]1.N1C(C)=CC=CC=1C. The catalyst is CN(C)C=O.C(Cl)Cl. The product is [C:1]([C:3]1[CH:4]=[C:5]([C@@H:13]([CH2:17][CH:18]2[CH2:19][CH2:20][CH2:21][CH2:22]2)[C:14]([NH:38][C:35]2[CH:36]=[CH:37][N:33]([CH2:32][CH2:31][O:30][CH3:29])[N:34]=2)=[O:15])[CH:6]=[CH:7][C:8]=1[S:9]([CH3:12])(=[O:11])=[O:10])#[N:2]. The yield is 0.750. (9) The reactants are [CH3:1][O:2][C:3](=[O:20])[C@@H:4]([NH:9][C:10]([O:12][CH2:13][C:14]1[CH:19]=[CH:18][CH:17]=[CH:16][CH:15]=1)=[O:11])[CH2:5][C:6]([OH:8])=O.C(N1C=CN=C1)(N1C=CN=C1)=O.[C:33]([O:37][C:38](=[O:43])[CH2:39]C(O)=O)([CH3:36])([CH3:35])[CH3:34].[O-]CC.[Mg+2].[O-]CC. The catalyst is O1CCCC1. The product is [CH3:1][O:2][C:3](=[O:20])[C@@H:4]([NH:9][C:10]([O:12][CH2:13][C:14]1[CH:19]=[CH:18][CH:17]=[CH:16][CH:15]=1)=[O:11])[CH2:5][C:6](=[O:8])[CH2:39][C:38]([O:37][C:33]([CH3:36])([CH3:35])[CH3:34])=[O:43]. The yield is 0.750. (10) The reactants are [CH2:1]([O:3][C:4](=[O:21])[C:5]([C:10]1[CH:15]=[CH:14][C:13]([NH2:16])=[C:12]([NH:17][CH3:18])[C:11]=1[C:19]#[N:20])([CH3:9])[C:6](=[O:8])[CH3:7])[CH3:2].C1COCC1.[F:27][C:28]1[CH:33]=[CH:32][C:31]([N:34]=[C:35]=S)=[C:30]([CH3:37])[CH:29]=1.NC(N)=S. The catalyst is CN(C1C=CN=CC=1)C.C(OCC)C. The product is [CH2:1]([O:3][C:4](=[O:21])[C:5]([C:10]1[CH:15]=[CH:14][C:13]2[N:16]=[C:35]([NH:34][C:31]3[CH:32]=[CH:33][C:28]([F:27])=[CH:29][C:30]=3[CH3:37])[N:17]([CH3:18])[C:12]=2[C:11]=1[C:19]#[N:20])([CH3:9])[C:6](=[O:8])[CH3:7])[CH3:2]. The yield is 0.520.